Dataset: Forward reaction prediction with 1.9M reactions from USPTO patents (1976-2016). Task: Predict the product of the given reaction. Given the reactants I[C:2]1[CH:7]=[C:6]([C:8]2[CH:13]=[CH:12][C:11]([C:14]([F:17])([F:16])[F:15])=[CH:10][CH:9]=2)[CH:5]=[C:4]([CH3:18])[N:3]=1.[CH3:19][C:20]1[N:21]=[CH:22][N:23]([C:25]2[CH:30]=[CH:29][CH:28]=[C:27](B3OC(C)(C)C(C)(C)O3)[CH:26]=2)[CH:24]=1, predict the reaction product. The product is: [CH3:18][C:4]1[CH:5]=[C:6]([C:8]2[CH:9]=[CH:10][C:11]([C:14]([F:16])([F:15])[F:17])=[CH:12][CH:13]=2)[CH:7]=[C:2]([C:27]2[CH:28]=[CH:29][CH:30]=[C:25]([N:23]3[CH:24]=[C:20]([CH3:19])[N:21]=[CH:22]3)[CH:26]=2)[N:3]=1.